Dataset: Full USPTO retrosynthesis dataset with 1.9M reactions from patents (1976-2016). Task: Predict the reactants needed to synthesize the given product. Given the product [Cl:11][C:7]1[CH:8]=[C:9]([CH3:10])[C:4]2[C:1]([CH3:2])=[N:18][NH:19][S:13](=[O:15])(=[O:14])[C:5]=2[C:6]=1[Cl:12], predict the reactants needed to synthesize it. The reactants are: [C:1]([C:4]1[C:9]([CH3:10])=[CH:8][C:7]([Cl:11])=[C:6]([Cl:12])[C:5]=1[S:13](Cl)(=[O:15])=[O:14])(=O)[CH3:2].O.[NH2:18][NH2:19].